Dataset: TCR-epitope binding with 47,182 pairs between 192 epitopes and 23,139 TCRs. Task: Binary Classification. Given a T-cell receptor sequence (or CDR3 region) and an epitope sequence, predict whether binding occurs between them. The epitope is FVDGVPFVV. The TCR CDR3 sequence is CAISDIVRGELFF. Result: 1 (the TCR binds to the epitope).